Dataset: Full USPTO retrosynthesis dataset with 1.9M reactions from patents (1976-2016). Task: Predict the reactants needed to synthesize the given product. (1) Given the product [C:1]([C:5]1[CH:6]=[C:7]([CH2:22][OH:23])[C:8]([O:20][CH3:21])=[C:9]([NH:11][C:12]([NH:24][C@@H:25]2[CH2:33][C:32]3[C:27](=[CH:28][CH:29]=[CH:30][CH:31]=3)[C@@H:26]2[OH:34])=[O:19])[CH:10]=1)([CH3:2])([CH3:3])[CH3:4], predict the reactants needed to synthesize it. The reactants are: [C:1]([C:5]1[CH:6]=[C:7]([CH2:22][OH:23])[C:8]([O:20][CH3:21])=[C:9]([NH:11][C:12](=[O:19])OCC(Cl)(Cl)Cl)[CH:10]=1)([CH3:4])([CH3:3])[CH3:2].[NH2:24][C@@H:25]1[CH2:33][C:32]2[C:27](=[CH:28][CH:29]=[CH:30][CH:31]=2)[C@@H:26]1[OH:34].C(O)(=O)[C@@H]([C@H](C(O)=O)O)O.C(N(CC)C(C)C)(C)C. (2) Given the product [Cl:25][C:26]1[CH:33]=[CH:32][C:29]([CH2:30][NH:31][C:20]([C:3]2[C:2](=[O:1])[C:11]3[C:6]4=[C:7]([CH:4]=[C:3]([C@H:2]([OH:1])[CH3:11])[N:5]4[CH:4]=2)[CH:8]=[C:9]([CH2:12][N:13]2[CH2:18][CH2:17][O:16][CH2:15][CH2:14]2)[CH:10]=3)=[O:21])=[CH:28][CH:27]=1, predict the reactants needed to synthesize it. The reactants are: [OH:1][C:2]1[C:11]2[C:6](=[C:7](I)[CH:8]=[C:9]([CH2:12][N:13]3[CH2:18][CH2:17][O:16][CH2:15][CH2:14]3)[CH:10]=2)[N:5]=[CH:4][C:3]=1[C:20](OCC)=[O:21].[Cl:25][C:26]1[CH:33]=[CH:32][C:29]([CH2:30][NH2:31])=[CH:28][CH:27]=1. (3) The reactants are: Br[C:2]1[C:11]2[C:6](=[CH:7][CH:8]=[C:9]([OH:12])[CH:10]=2)[C:5](=[O:13])[N:4]([C:14]2[CH:19]=[CH:18][C:17]([OH:20])=[CH:16][CH:15]=2)[CH:3]=1.C(=O)([O-])[O-].[K+].[K+].[CH3:27][O:28][C:29]([C:31]1[CH:36]=[CH:35][C:34](B(O)O)=[CH:33][CH:32]=1)=[O:30]. Given the product [OH:12][C:9]1[CH:10]=[C:11]2[C:6](=[CH:7][CH:8]=1)[C:5](=[O:13])[N:4]([C:14]1[CH:19]=[CH:18][C:17]([OH:20])=[CH:16][CH:15]=1)[CH:3]=[C:2]2[C:34]1[CH:35]=[CH:36][C:31]([C:29]([O:28][CH3:27])=[O:30])=[CH:32][CH:33]=1, predict the reactants needed to synthesize it.